Dataset: Reaction yield outcomes from USPTO patents with 853,638 reactions. Task: Predict the reaction yield, written as a fraction of the theoretical maximum amount of product (1.0 means a 100% yield; for example, 0.34 means a 34% yield). (1) The reactants are [CH:1]1([C@H:6]([N:12]2[CH:16]=[C:15]([C:17]3[C:18]4[CH:25]=[CH:24][N:23]([CH2:26][O:27][CH2:28][CH2:29][Si:30]([CH3:33])([CH3:32])[CH3:31])[C:19]=4[N:20]=[CH:21][N:22]=3)[CH:14]=[N:13]2)[CH2:7][C:8]([O:10]C)=[O:9])[CH2:5][CH2:4][CH2:3][CH2:2]1.O.[OH-].[Li+].Cl. The catalyst is C1COCC1.O. The product is [CH:1]1([C@H:6]([N:12]2[CH:16]=[C:15]([C:17]3[C:18]4[CH:25]=[CH:24][N:23]([CH2:26][O:27][CH2:28][CH2:29][Si:30]([CH3:31])([CH3:33])[CH3:32])[C:19]=4[N:20]=[CH:21][N:22]=3)[CH:14]=[N:13]2)[CH2:7][C:8]([OH:10])=[O:9])[CH2:5][CH2:4][CH2:3][CH2:2]1. The yield is 1.00. (2) The reactants are [CH2:1]([Zn]CC)C.ClCI.[Si:9]([O:16][C:17](=[CH2:55])[CH2:18][O:19][C@H:20]1[CH2:25][CH2:24][C@H:23]([N:26]2[C:31](=[O:32])[C:30]([CH2:33][C:34]3[CH:39]=[CH:38][C:37]([C:40]4[C:41]([C:46]#[N:47])=[CH:42][CH:43]=[CH:44][CH:45]=4)=[CH:36][CH:35]=3)=[C:29]([CH2:48][CH2:49][CH3:50])[N:28]3[N:51]=[C:52]([CH3:54])[N:53]=[C:27]23)[CH2:22][CH2:21]1)([C:12]([CH3:15])([CH3:14])[CH3:13])([CH3:11])[CH3:10].[Cl-].[NH4+]. The catalyst is C(Cl)Cl. The product is [Si:9]([O:16][C:17]1([CH2:18][O:19][C@H:20]2[CH2:21][CH2:22][C@H:23]([N:26]3[C:31](=[O:32])[C:30]([CH2:33][C:34]4[CH:39]=[CH:38][C:37]([C:40]5[C:41]([C:46]#[N:47])=[CH:42][CH:43]=[CH:44][CH:45]=5)=[CH:36][CH:35]=4)=[C:29]([CH2:48][CH2:49][CH3:50])[N:28]4[N:51]=[C:52]([CH3:54])[N:53]=[C:27]34)[CH2:24][CH2:25]2)[CH2:1][CH2:55]1)([C:12]([CH3:14])([CH3:15])[CH3:13])([CH3:11])[CH3:10]. The yield is 0.520.